This data is from Catalyst prediction with 721,799 reactions and 888 catalyst types from USPTO. The task is: Predict which catalyst facilitates the given reaction. Reactant: [Cl-].[Ce+3].[Cl-].[Cl-].C[Li].C(O[CH2:10][CH3:11])C.[C:12](=[O:14])=O.[CH3:15]C(C)=O.[Br:19][C:20]1[CH:21]=[C:22]([CH:25]=[CH:26][CH:27]=1)C#N.[NH4+:28].[OH-:29].C(OC(O[C:41]([CH3:44])([CH3:43])[CH3:42])=O)(O[C:41]([CH3:44])([CH3:43])[CH3:42])=O.C(O)(=O)CC(CC(O)=O)(C(O)=O)O. Product: [Br:19][C:20]1[CH:27]=[C:26]([C:10]([NH:28][C:12](=[O:14])[O:29][C:41]([CH3:42])([CH3:43])[CH3:44])([CH3:11])[CH3:15])[CH:25]=[CH:22][CH:21]=1. The catalyst class is: 207.